Dataset: Catalyst prediction with 721,799 reactions and 888 catalyst types from USPTO. Task: Predict which catalyst facilitates the given reaction. Reactant: [I:1][C:2]1[CH:7]=[CH:6][C:5]([CH2:8][C:9](=O)[CH2:10][CH3:11])=[CH:4][CH:3]=1.[BH3-]C#[N:15].[Na+]. Product: [I:1][C:2]1[CH:7]=[CH:6][C:5]([CH2:8][CH:9]([NH2:15])[CH2:10][CH3:11])=[CH:4][CH:3]=1. The catalyst class is: 41.